From a dataset of Catalyst prediction with 721,799 reactions and 888 catalyst types from USPTO. Predict which catalyst facilitates the given reaction. (1) Reactant: [CH2:1]([O:3][P:4]([CH:9]([OH:13])[C:10]([OH:12])=[O:11])([O:6][CH2:7][CH3:8])=[O:5])[CH3:2].[C:14]1(C)[CH:19]=[CH:18][CH:17]=[CH:16][CH:15]=1. Product: [O:11]=[C:10]1[O:12][C:14]2([CH2:19][CH2:18][CH2:17][CH2:16][CH2:15]2)[O:13][CH:9]1[P:4](=[O:5])([O:3][CH2:1][CH3:2])[O:6][CH2:7][CH3:8]. The catalyst class is: 5. (2) Reactant: [Cl:1][C:2]1[CH:7]=[C:6]([N+:8]([O-])=O)[CH:5]=[CH:4][C:3]=1[CH2:11][C:12]([O:14][CH3:15])=[O:13].[NH4+].[Cl-]. Product: [NH2:8][C:6]1[CH:5]=[CH:4][C:3]([CH2:11][C:12]([O:14][CH3:15])=[O:13])=[C:2]([Cl:1])[CH:7]=1. The catalyst class is: 190. (3) Reactant: Cl.[OH:2][C@@:3]1([C:12]#[C:13][C:14]2[CH:15]=[C:16]([CH3:20])[CH:17]=[CH:18][CH:19]=2)[CH2:11][CH2:10][CH2:9][C@@H:8]2[C@H:4]1[CH2:5][CH2:6][NH:7]2.C(N(CC)CC)C.[CH3:28][O:29][C:30](Cl)=[O:31]. Product: [CH3:28][O:29][C:30]([N:7]1[C@H:8]2[C@H:4]([C@:3]([OH:2])([C:12]#[C:13][C:14]3[CH:15]=[C:16]([CH3:20])[CH:17]=[CH:18][CH:19]=3)[CH2:11][CH2:10][CH2:9]2)[CH2:5][CH2:6]1)=[O:31]. The catalyst class is: 2. (4) Reactant: [NH2:1][C:2]1[CH:3]=[C:4]([C:26]([F:29])([F:28])[F:27])[C:5]2[N:6]([C:8]([Cl:25])=[C:9]([C:11]([N:13]3[CH2:18][CH2:17][CH:16]([N:19]4[CH2:23][CH2:22][O:21][C:20]4=[O:24])[CH2:15][CH2:14]3)=[O:12])[N:10]=2)[CH:7]=1.C(N(CC)CC)C.[C:37](Cl)(=[O:39])[CH3:38]. Product: [Cl:25][C:8]1[N:6]2[CH:7]=[C:2]([NH:1][C:37](=[O:39])[CH3:38])[CH:3]=[C:4]([C:26]([F:29])([F:28])[F:27])[C:5]2=[N:10][C:9]=1[C:11]([N:13]1[CH2:14][CH2:15][CH:16]([N:19]2[CH2:23][CH2:22][O:21][C:20]2=[O:24])[CH2:17][CH2:18]1)=[O:12]. The catalyst class is: 31. (5) Reactant: C[O:2][C:3](=[O:20])[C@H:4]([CH2:9][C:10]1([CH2:13][C:14]2[CH:19]=[CH:18][CH:17]=[CH:16][CH:15]=2)[CH2:12][CH2:11]1)[CH2:5][C:6]([OH:8])=O.C(NC(C)C)(C)C.[NH:28]1[CH2:33][CH2:32][O:31][CH2:30][CH2:29]1.C1CN([P+](ON2N=NC3C=CC=CC2=3)(N2CCCC2)N2CCCC2)CC1.F[P-](F)(F)(F)(F)F. Product: [CH2:13]([C:10]1([CH2:9][C@H:4]([CH2:5][C:6]([N:28]2[CH2:33][CH2:32][O:31][CH2:30][CH2:29]2)=[O:8])[C:3]([OH:2])=[O:20])[CH2:12][CH2:11]1)[C:14]1[CH:19]=[CH:18][CH:17]=[CH:16][CH:15]=1. The catalyst class is: 4. (6) Reactant: [CH3:1][N:2]([CH3:12])[CH2:3][CH:4]([C:6]1[CH:11]=[CH:10][CH:9]=[CH:8][CH:7]=1)[OH:5].C1([C@@H](O)CN2CCCC2)C=CC=CC=1.NO. Product: [CH3:1][N:2]([CH3:12])[CH2:3][C@@H:4]([C:6]1[CH:11]=[CH:10][CH:9]=[CH:8][CH:7]=1)[OH:5]. The catalyst class is: 5.